From a dataset of Catalyst prediction with 721,799 reactions and 888 catalyst types from USPTO. Predict which catalyst facilitates the given reaction. Reactant: [C:1]([C:3]1[CH:17]=[CH:16][C:6]([O:7][CH2:8][C:9]([O:11][C:12]([CH3:15])([CH3:14])[CH3:13])=[O:10])=[C:5]([F:18])[CH:4]=1)#[N:2].[NH2:19][OH:20]. Product: [NH2:2][C:1](=[N:19][OH:20])[C:3]1[CH:17]=[CH:16][C:6]([O:7][CH2:8][C:9]([O:11][C:12]([CH3:13])([CH3:14])[CH3:15])=[O:10])=[C:5]([F:18])[CH:4]=1. The catalyst class is: 14.